This data is from Reaction yield outcomes from USPTO patents with 853,638 reactions. The task is: Predict the reaction yield, written as a fraction of the theoretical maximum amount of product (1.0 means a 100% yield; for example, 0.34 means a 34% yield). (1) The reactants are C([O:8][C:9]1[CH:14]=[CH:13][C:12]([C:15]2[CH:24]=[CH:23][CH:22]=[C:21]3[C:16]=2[CH:17]=[CH:18][N:19]=[CH:20]3)=[CH:11][CH:10]=1)C1C=CC=CC=1. The catalyst is C(OCC)(=O)C.C(O)C.[Pd]. The product is [CH:20]1[C:21]2[C:16](=[C:15]([C:12]3[CH:13]=[CH:14][C:9]([OH:8])=[CH:10][CH:11]=3)[CH:24]=[CH:23][CH:22]=2)[CH:17]=[CH:18][N:19]=1. The yield is 0.520. (2) The catalyst is ClCCl.C(OCC)C. The product is [F:27][C:26]([F:29])([F:28])[S:23]([O:25]/[C:11](=[C:10]1/[CH:14]([CH2:15][CH3:16])[O:13][CH:7]([C:1]2[CH:6]=[CH:5][CH:4]=[CH:3][CH:2]=2)[CH2:8][CH2:9]/1)/[CH3:12])(=[O:24])=[O:22]. The reactants are [C:1]1([CH:7]([OH:13])[CH2:8][CH2:9][C:10]#[C:11][CH3:12])[CH:6]=[CH:5][CH:4]=[CH:3][CH:2]=1.[CH:14](=O)[CH2:15][CH3:16].C[Si]([O:22][S:23]([C:26]([F:29])([F:28])[F:27])(=[O:25])=[O:24])(C)C.C([O-])(O)=O.[Na+]. The yield is 0.770. (3) The product is [Cl:3][C:4]1[C:5]([CH2:23][CH2:24][C:25]2[CH:30]=[CH:29][CH:28]=[CH:27][C:26]=2[CH:31]([CH3:35])[C:32]([NH2:34])=[O:33])=[N:6][C:7]([NH:10][C:11]2[CH:12]=[N:13][C:14]([CH:17]3[CH2:22][CH2:21][N:20]([CH3:36])[CH2:19][CH2:18]3)=[CH:15][CH:16]=2)=[N:8][CH:9]=1. The catalyst is CO. The yield is 0.840. The reactants are C=O.[Cl:3][C:4]1[C:5]([CH2:23][CH2:24][C:25]2[CH:30]=[CH:29][CH:28]=[CH:27][C:26]=2[CH:31]([CH3:35])[C:32]([NH2:34])=[O:33])=[N:6][C:7]([NH:10][C:11]2[CH:12]=[N:13][C:14]([CH:17]3[CH2:22][CH2:21][NH:20][CH2:19][CH2:18]3)=[CH:15][CH:16]=2)=[N:8][CH:9]=1.[C:36](O[BH-](OC(=O)C)OC(=O)C)(=O)C.[Na+]. (4) The reactants are [NH2:1][C:2]1[CH:21]=[CH:20][C:5]([O:6][C:7]2[N:12]=[CH:11][N:10]=[C:9]([NH:13][C:14]3[CH:19]=[CH:18][CH:17]=[CH:16][CH:15]=3)[CH:8]=2)=[CH:4][CH:3]=1.[C:22]1([N:28]=[C:29]=[O:30])[CH:27]=[CH:26][CH:25]=[CH:24][CH:23]=1.O. The catalyst is CN(C)C=O.C(OCC)(=O)C.CCCCCC. The product is [C:22]1([NH:28][C:29]([NH:1][C:2]2[CH:21]=[CH:20][C:5]([O:6][C:7]3[CH:8]=[C:9]([NH:13][C:14]4[CH:19]=[CH:18][CH:17]=[CH:16][CH:15]=4)[N:10]=[CH:11][N:12]=3)=[CH:4][CH:3]=2)=[O:30])[CH:27]=[CH:26][CH:25]=[CH:24][CH:23]=1. The yield is 0.870. (5) The reactants are [NH2:1][C:2]1[CH:3]=[C:4]([CH:21]=[CH:22][CH:23]=1)[O:5][C:6]1[CH:7]=[CH:8][C:9]2[N:10]([CH:12]=[C:13]([NH:15][C:16]([CH:18]3[CH2:20][CH2:19]3)=[O:17])[N:14]=2)[N:11]=1.[CH2:24]([S:26]([C:29]1[S:33][C:32]([C:34](O)=[O:35])=[CH:31][CH:30]=1)(=[O:28])=[O:27])[CH3:25].Cl.CN(C)CCCN=C=NCC.ON1C2C=CC=CC=2N=N1. The catalyst is CN(C)C=O. The product is [CH:18]1([C:16]([NH:15][C:13]2[N:14]=[C:9]3[CH:8]=[CH:7][C:6]([O:5][C:4]4[CH:3]=[C:2]([NH:1][C:34]([C:32]5[S:33][C:29]([S:26]([CH2:24][CH3:25])(=[O:28])=[O:27])=[CH:30][CH:31]=5)=[O:35])[CH:23]=[CH:22][CH:21]=4)=[N:11][N:10]3[CH:12]=2)=[O:17])[CH2:20][CH2:19]1. The yield is 0.710. (6) The reactants are [NH2:1][C:2]1[CH:7]=[C:6]([N+:8]([O-:10])=[O:9])[CH:5]=[CH:4][C:3]=1[OH:11].[C:12]1([CH2:18][C:19](Cl)=O)[CH:17]=[CH:16][CH:15]=[CH:14][CH:13]=1.[OH-].[Na+]. The catalyst is O1CCOCC1. The product is [CH2:18]([C:19]1[O:11][C:3]2[CH:4]=[CH:5][C:6]([N+:8]([O-:10])=[O:9])=[CH:7][C:2]=2[N:1]=1)[C:12]1[CH:17]=[CH:16][CH:15]=[CH:14][CH:13]=1. The yield is 0.330. (7) The product is [F:23][C:24]1[CH:29]=[C:28]([F:30])[CH:27]=[CH:26][C:25]=1[S:31]([NH:1][C:2]1[CH:7]=[N:6][CH:5]=[C:4]([C:8]2[S:12][C:11]([C:13]3[CH:14]=[C:15]4[C:19](=[CH:20][CH:21]=3)[C:18](=[O:22])[NH:17][CH2:16]4)=[CH:10][CH:9]=2)[CH:3]=1)(=[O:33])=[O:32]. The reactants are [NH2:1][C:2]1[CH:3]=[C:4]([C:8]2[S:12][C:11]([C:13]3[CH:14]=[C:15]4[C:19](=[CH:20][CH:21]=3)[C:18](=[O:22])[NH:17][CH2:16]4)=[CH:10][CH:9]=2)[CH:5]=[N:6][CH:7]=1.[F:23][C:24]1[CH:29]=[C:28]([F:30])[CH:27]=[CH:26][C:25]=1[S:31](Cl)(=[O:33])=[O:32]. The catalyst is CO.C(Cl)Cl. The yield is 0.210. (8) The reactants are [OH2:1].I([O-])(=O)(=O)=O.[Na+].[F:8][C:9]1[CH:14]=[CH:13][C:12]([C:15]2[C:16]([C:20]3[CH:25]=[CH:24][CH:23]=[C:22]([CH3:26])[N:21]=3)=[N:17][NH:18][CH:19]=2)=[CH:11][C:10]=1[C:27]1[N:28]=[C:29]2[N:33]([CH:34]=1)[CH2:32][CH2:31][S:30]2=[O:35]. The catalyst is CO. The product is [F:8][C:9]1[CH:14]=[CH:13][C:12]([C:15]2[C:16]([C:20]3[CH:25]=[CH:24][CH:23]=[C:22]([CH3:26])[N:21]=3)=[N:17][NH:18][CH:19]=2)=[CH:11][C:10]=1[C:27]1[N:28]=[C:29]2[N:33]([CH:34]=1)[CH2:32][CH2:31][S:30]2(=[O:1])=[O:35]. The yield is 0.140.